This data is from NCI-60 drug combinations with 297,098 pairs across 59 cell lines. The task is: Regression. Given two drug SMILES strings and cell line genomic features, predict the synergy score measuring deviation from expected non-interaction effect. (1) Drug 1: CC(C1=C(C=CC(=C1Cl)F)Cl)OC2=C(N=CC(=C2)C3=CN(N=C3)C4CCNCC4)N. Drug 2: CCCCC(=O)OCC(=O)C1(CC(C2=C(C1)C(=C3C(=C2O)C(=O)C4=C(C3=O)C=CC=C4OC)O)OC5CC(C(C(O5)C)O)NC(=O)C(F)(F)F)O. Cell line: SK-OV-3. Synergy scores: CSS=7.10, Synergy_ZIP=-0.659, Synergy_Bliss=3.12, Synergy_Loewe=2.50, Synergy_HSA=2.95. (2) Drug 1: C1=NC2=C(N1)C(=S)N=CN2. Drug 2: C1CC(=O)NC(=O)C1N2C(=O)C3=CC=CC=C3C2=O. Cell line: UO-31. Synergy scores: CSS=19.7, Synergy_ZIP=-3.39, Synergy_Bliss=2.24, Synergy_Loewe=-1.12, Synergy_HSA=-1.18. (3) Drug 2: CC12CCC3C(C1CCC2O)C(CC4=C3C=CC(=C4)O)CCCCCCCCCS(=O)CCCC(C(F)(F)F)(F)F. Cell line: CAKI-1. Synergy scores: CSS=10.8, Synergy_ZIP=-5.53, Synergy_Bliss=-1.84, Synergy_Loewe=-3.15, Synergy_HSA=-0.0613. Drug 1: CC1=C(C(CCC1)(C)C)C=CC(=CC=CC(=CC(=O)O)C)C. (4) Drug 1: C1=C(C(=O)NC(=O)N1)N(CCCl)CCCl. Drug 2: C1CN1P(=S)(N2CC2)N3CC3. Cell line: ACHN. Synergy scores: CSS=50.4, Synergy_ZIP=-6.31, Synergy_Bliss=-10.3, Synergy_Loewe=-10.8, Synergy_HSA=-7.01. (5) Cell line: OVCAR-8. Drug 2: CC(C)(C#N)C1=CC(=CC(=C1)CN2C=NC=N2)C(C)(C)C#N. Drug 1: CCC1=CC2CC(C3=C(CN(C2)C1)C4=CC=CC=C4N3)(C5=C(C=C6C(=C5)C78CCN9C7C(C=CC9)(C(C(C8N6C)(C(=O)OC)O)OC(=O)C)CC)OC)C(=O)OC.C(C(C(=O)O)O)(C(=O)O)O. Synergy scores: CSS=39.9, Synergy_ZIP=0.955, Synergy_Bliss=0.383, Synergy_Loewe=-15.1, Synergy_HSA=1.33. (6) Drug 1: C1CC(C1)(C(=O)O)C(=O)O.[NH2-].[NH2-].[Pt+2]. Drug 2: B(C(CC(C)C)NC(=O)C(CC1=CC=CC=C1)NC(=O)C2=NC=CN=C2)(O)O. Cell line: KM12. Synergy scores: CSS=72.2, Synergy_ZIP=2.83, Synergy_Bliss=2.83, Synergy_Loewe=-14.3, Synergy_HSA=3.91.